Dataset: NCI-60 drug combinations with 297,098 pairs across 59 cell lines. Task: Regression. Given two drug SMILES strings and cell line genomic features, predict the synergy score measuring deviation from expected non-interaction effect. (1) Synergy scores: CSS=87.4, Synergy_ZIP=16.1, Synergy_Bliss=15.2, Synergy_Loewe=-33.1, Synergy_HSA=13.4. Drug 1: CC1=C2C(C(=O)C3(C(CC4C(C3C(C(C2(C)C)(CC1OC(=O)C(C(C5=CC=CC=C5)NC(=O)OC(C)(C)C)O)O)OC(=O)C6=CC=CC=C6)(CO4)OC(=O)C)OC)C)OC. Drug 2: CN(C)C1=NC(=NC(=N1)N(C)C)N(C)C. Cell line: HL-60(TB). (2) Drug 1: CC1C(C(CC(O1)OC2CC(CC3=C2C(=C4C(=C3O)C(=O)C5=C(C4=O)C(=CC=C5)OC)O)(C(=O)C)O)N)O.Cl. Drug 2: C(CN)CNCCSP(=O)(O)O. Cell line: MDA-MB-435. Synergy scores: CSS=8.55, Synergy_ZIP=-3.31, Synergy_Bliss=2.38, Synergy_Loewe=-7.49, Synergy_HSA=2.18. (3) Drug 1: C1CCC(C1)C(CC#N)N2C=C(C=N2)C3=C4C=CNC4=NC=N3. Drug 2: C#CCC(CC1=CN=C2C(=N1)C(=NC(=N2)N)N)C3=CC=C(C=C3)C(=O)NC(CCC(=O)O)C(=O)O. Cell line: MDA-MB-435. Synergy scores: CSS=-0.107, Synergy_ZIP=2.90, Synergy_Bliss=1.68, Synergy_Loewe=-9.07, Synergy_HSA=-4.25. (4) Drug 1: CN(C)N=NC1=C(NC=N1)C(=O)N. Drug 2: CC1=CC=C(C=C1)C2=CC(=NN2C3=CC=C(C=C3)S(=O)(=O)N)C(F)(F)F. Cell line: OVCAR3. Synergy scores: CSS=3.85, Synergy_ZIP=-2.80, Synergy_Bliss=-1.08, Synergy_Loewe=-1.97, Synergy_HSA=-0.784. (5) Drug 1: C1=NC2=C(N1)C(=S)N=CN2. Drug 2: C1CN(P(=O)(OC1)NCCCl)CCCl. Cell line: COLO 205. Synergy scores: CSS=34.8, Synergy_ZIP=-9.11, Synergy_Bliss=0.135, Synergy_Loewe=2.72, Synergy_HSA=2.22. (6) Drug 1: CN1CCC(CC1)COC2=C(C=C3C(=C2)N=CN=C3NC4=C(C=C(C=C4)Br)F)OC. Drug 2: CC1C(C(CC(O1)OC2CC(OC(C2O)C)OC3=CC4=CC5=C(C(=O)C(C(C5)C(C(=O)C(C(C)O)O)OC)OC6CC(C(C(O6)C)O)OC7CC(C(C(O7)C)O)OC8CC(C(C(O8)C)O)(C)O)C(=C4C(=C3C)O)O)O)O. Cell line: HOP-92. Synergy scores: CSS=13.7, Synergy_ZIP=-3.23, Synergy_Bliss=-4.88, Synergy_Loewe=-1.25, Synergy_HSA=-2.43.